This data is from Forward reaction prediction with 1.9M reactions from USPTO patents (1976-2016). The task is: Predict the product of the given reaction. (1) Given the reactants [C:1]([O:5][C:6](=[O:33])[NH:7][CH:8]1[CH2:13][CH2:12][CH:11]([NH:14][C:15](=[O:32])[C:16]2[CH:21]=[C:20]([OH:22])[CH:19]=[C:18]([O:23][C:24]3[CH:29]=[CH:28][C:27]([C:30]#[N:31])=[CH:26][CH:25]=3)[CH:17]=2)[CH2:10][CH2:9]1)([CH3:4])([CH3:3])[CH3:2].[CH2:34]([O:36][C:37](=[O:45])[C:38]1[CH:43]=[CH:42][C:41](F)=[CH:40][CH:39]=1)[CH3:35], predict the reaction product. The product is: [CH2:34]([O:36][C:37](=[O:45])[C:38]1[CH:43]=[CH:42][C:41]([O:22][C:20]2[CH:19]=[C:18]([O:23][C:24]3[CH:29]=[CH:28][C:27]([C:30]#[N:31])=[CH:26][CH:25]=3)[CH:17]=[C:16]([C:15](=[O:32])[NH:14][CH:11]3[CH2:12][CH2:13][CH:8]([NH:7][C:6]([O:5][C:1]([CH3:4])([CH3:2])[CH3:3])=[O:33])[CH2:9][CH2:10]3)[CH:21]=2)=[CH:40][CH:39]=1)[CH3:35]. (2) Given the reactants [N:1]1([CH2:7][CH2:8][O:9][C:10]2[C:19]3[C:14](=[CH:15][CH:16]=[CH:17][CH:18]=3)[C:13]([NH2:20])=[CH:12][CH:11]=2)[CH2:6][CH2:5][O:4][CH2:3][CH2:2]1.[F:21][C:22]1[CH:23]=[C:24]([CH:28]=[C:29]([N:31]2[CH2:37][CH2:36][CH2:35][CH2:34][CH2:33][CH2:32]2)[CH:30]=1)[C:25](O)=[O:26], predict the reaction product. The product is: [N:31]1([C:29]2[CH:28]=[C:24]([CH:23]=[C:22]([F:21])[CH:30]=2)[C:25]([NH:20][C:13]2[C:14]3[C:19](=[CH:18][CH:17]=[CH:16][CH:15]=3)[C:10]([O:9][CH2:8][CH2:7][N:1]3[CH2:6][CH2:5][O:4][CH2:3][CH2:2]3)=[CH:11][CH:12]=2)=[O:26])[CH2:37][CH2:36][CH2:35][CH2:34][CH2:33][CH2:32]1. (3) The product is: [N:13]1[CH:14]=[CH:15][CH:16]=[CH:17][C:12]=1[N:9]1[C:5]2=[N:6][CH:7]=[N:8][C:3]([NH:1]/[N:2]=[CH:18]/[C:20]3[CH:21]=[CH:22][C:23]([NH:26][C:27](=[O:33])[O:28][C:29]([CH3:31])([CH3:30])[CH3:32])=[N:24][CH:25]=3)=[C:4]2[CH:11]=[N:10]1. Given the reactants [NH:1]([C:3]1[N:8]=[CH:7][N:6]=[C:5]2[N:9]([C:12]3[CH:17]=[CH:16][CH:15]=[CH:14][N:13]=3)[N:10]=[CH:11][C:4]=12)[NH2:2].[CH:18]([C:20]1[CH:21]=[CH:22][C:23]([NH:26][C:27](=[O:33])[O:28][C:29]([CH3:32])([CH3:31])[CH3:30])=[N:24][CH:25]=1)=O.COC1N=C(N2C3=NC=NC(NN=CC4C=CN=CC=4)=C3C=N2)C=CC=1, predict the reaction product. (4) Given the reactants C(N[C:7]1[CH:16]=[C:15]([NH:17][C:18](=[O:22])[CH2:19][CH2:20][CH3:21])[C:14]([O:23]C(=O)CCC)=[C:13]2[C:8]=1[CH:9]=[CH:10][C:11]([CH3:29])=[N:12]2)(=O)CCC.[Cr](O[Cr]([O-])(=O)=O)([O-])(=O)=[O:31].[K+].[K+].ClCCl, predict the reaction product. The product is: [C:18]([NH:17][C:15]1[C:14](=[O:23])[C:13]2[N:12]=[C:11]([CH3:29])[CH:10]=[CH:9][C:8]=2[C:7](=[O:31])[CH:16]=1)(=[O:22])[CH2:19][CH2:20][CH3:21]. (5) The product is: [CH2:12]([N:4]([CH2:1][CH2:2][CH3:3])[C:5]1[CH:10]=[CH:9][N:8]=[C:7]([NH:11][C:24]([NH:23][C:16]2[C:15]([CH3:26])=[CH:20][C:19]([CH3:21])=[CH:18][C:17]=2[CH3:22])=[S:25])[CH:6]=1)[CH2:13][CH3:14]. Given the reactants [CH2:1]([N:4]([CH2:12][CH2:13][CH3:14])[C:5]1[CH:10]=[CH:9][N:8]=[C:7]([NH2:11])[CH:6]=1)[CH2:2][CH3:3].[C:15]1([CH3:26])[CH:20]=[C:19]([CH3:21])[CH:18]=[C:17]([CH3:22])[C:16]=1[N:23]=[C:24]=[S:25], predict the reaction product. (6) Given the reactants COC1C=CC(C[N:8](CC2C=CC(OC)=CC=2)[C:9]2[N:14]=[CH:13][C:12]([C:15]3[C:16]4[CH2:29][CH2:28][N:27]([C:30]5[CH:38]=[CH:37][C:33]([C:34](O)=[O:35])=[CH:32][CH:31]=5)[C:17]=4[N:18]=[C:19]([N:21]4[CH2:26][CH2:25][O:24][CH2:23][CH2:22]4)[N:20]=3)=[CH:11][N:10]=2)=CC=1.[NH2:50][CH2:51][CH2:52][O:53][CH2:54][CH2:55][OH:56], predict the reaction product. The product is: [NH2:8][C:9]1[N:14]=[CH:13][C:12]([C:15]2[C:16]3[CH2:29][CH2:28][N:27]([C:30]4[CH:31]=[CH:32][C:33]([C:34]([NH:50][CH2:51][CH2:52][O:53][CH2:54][CH2:55][OH:56])=[O:35])=[CH:37][CH:38]=4)[C:17]=3[N:18]=[C:19]([N:21]3[CH2:26][CH2:25][O:24][CH2:23][CH2:22]3)[N:20]=2)=[CH:11][N:10]=1.